From a dataset of Catalyst prediction with 721,799 reactions and 888 catalyst types from USPTO. Predict which catalyst facilitates the given reaction. (1) Reactant: [CH2:1]([N:8]1[C:16]2[C:11](=[CH:12][CH:13]=[C:14]([C:17](O)=[O:18])[CH:15]=2)[C:10]([C:20](=[O:31])[NH:21][CH2:22][C:23]2[CH:28]=[CH:27][C:26]([F:29])=[C:25]([F:30])[CH:24]=2)=[C:9]1[CH:32]([CH3:34])[CH3:33])[C:2]1[CH:7]=[CH:6][CH:5]=[CH:4][CH:3]=1.F[P-](F)(F)(F)(F)F.N1([O:51][P+](N(C)C)(N(C)C)N(C)C)C2C=CC=CC=2N=N1.CC[N:64](C(C)C)[CH:65]([CH3:67])[CH3:66]. Product: [CH2:1]([N:8]1[C:16]2[C:11](=[CH:12][CH:13]=[C:14]([C:17]([NH:64][C@H:65]([CH3:67])[CH2:66][OH:51])=[O:18])[CH:15]=2)[C:10]([C:20]([NH:21][CH2:22][C:23]2[CH:28]=[CH:27][C:26]([F:29])=[C:25]([F:30])[CH:24]=2)=[O:31])=[C:9]1[CH:32]([CH3:33])[CH3:34])[C:2]1[CH:3]=[CH:4][CH:5]=[CH:6][CH:7]=1. The catalyst class is: 31. (2) Reactant: [Br:1][C:2]1[CH:7]=[CH:6][C:5]([O:8][CH3:9])=[CH:4][C:3]=1[CH3:10].C1C(=O)N([Br:18])C(=O)C1. Product: [Br:1][C:2]1[CH:7]=[CH:6][C:5]([O:8][CH3:9])=[CH:4][C:3]=1[CH2:10][Br:18]. The catalyst class is: 53. (3) Reactant: C[O:2][C:3]1[CH:4]=[C:5](/[CH:9]=[CH:10]/[C:11]2[N:16]=[C:15]([CH3:17])[CH:14]=[C:13]([N:18]3[CH2:22][CH2:21][CH2:20][CH2:19]3)[N:12]=2)[CH:6]=[CH:7][CH:8]=1.ClC1C=C(C)N=C(/C=C/C2C=CC=C(OC)C=2)N=1.B(Br)(Br)Br. Product: [OH:2][C:3]1[CH:4]=[C:5](/[CH:9]=[CH:10]/[C:11]2[N:16]=[C:15]([CH3:17])[CH:14]=[C:13]([N:18]3[CH2:22][CH2:21][CH2:20][CH2:19]3)[N:12]=2)[CH:6]=[CH:7][CH:8]=1. The catalyst class is: 2. (4) Reactant: [CH3:1][C:2]1[NH:6][N:5]=[C:4]([C:7]([OH:9])=O)[CH:3]=1.CCN=C=NCCCN(C)C.C1C=CC2N(O)N=NC=2C=1.[F:31][C:32]([C:35]1[CH:40]=[CH:39][C:38]([C:41](=[N:43]O)[NH2:42])=[CH:37][CH:36]=1)([CH3:34])[CH3:33]. Product: [F:31][C:32]([C:35]1[CH:40]=[CH:39][C:38]([C:41]2[N:42]=[C:7]([C:4]3[CH:3]=[C:2]([CH3:1])[NH:6][N:5]=3)[O:9][N:43]=2)=[CH:37][CH:36]=1)([CH3:34])[CH3:33]. The catalyst class is: 3. (5) Reactant: [H-].[Al+3].[Li+].[H-].[H-].[H-].[CH3:7][C:8]1[CH:39]=[CH:38][C:11]([CH2:12][N:13]2[C:21]3[C:16](=[CH:17][C:18]([C:22]4[CH:27]=[CH:26][C:25]([O:28][C:29]([F:32])([F:31])[F:30])=[CH:24][CH:23]=4)=[CH:19][CH:20]=3)[CH:15]=[C:14]2[C:33](OCC)=[O:34])=[CH:10][CH:9]=1. Product: [CH3:7][C:8]1[CH:9]=[CH:10][C:11]([CH2:12][N:13]2[C:21]3[C:16](=[CH:17][C:18]([C:22]4[CH:27]=[CH:26][C:25]([O:28][C:29]([F:31])([F:32])[F:30])=[CH:24][CH:23]=4)=[CH:19][CH:20]=3)[CH:15]=[C:14]2[CH2:33][OH:34])=[CH:38][CH:39]=1. The catalyst class is: 27. (6) Reactant: [C:1]1([CH2:7][C:8]([OH:10])=O)[CH:6]=[CH:5][CH:4]=[CH:3][CH:2]=1.[CH2:11]([N:13]([CH2:17][CH3:18])C(Cl)=O)[CH3:12]. Product: [CH2:11]([N:13]([CH2:17][CH3:18])[C:8](=[O:10])[CH2:7][C:1]1[CH:2]=[CH:3][CH:4]=[CH:5][CH:6]=1)[CH3:12]. The catalyst class is: 6.